Dataset: Full USPTO retrosynthesis dataset with 1.9M reactions from patents (1976-2016). Task: Predict the reactants needed to synthesize the given product. (1) The reactants are: [F:1][C:2]1[CH:3]=[C:4]([C@@H:9]2[C:14]([C:15]([OH:17])=O)=[C:13]([CH2:18][O:19][CH3:20])[NH:12][C:11](=[O:21])[NH:10]2)[CH:5]=[CH:6][C:7]=1[F:8].C(Cl)CCl.CN1CCOCC1.[N+:33]([C:36]1[CH:37]=[C:38]([C:42]2[CH2:43][CH2:44][N:45]([CH2:48][CH2:49][CH2:50][NH2:51])[CH2:46][CH:47]=2)[CH:39]=[CH:40][CH:41]=1)([O-:35])=[O:34].O=C1NCC(C(N)=O)=CN1. Given the product [F:1][C:2]1[CH:3]=[C:4]([C@@H:9]2[C:14]([C:15]([NH:51][CH2:50][CH2:49][CH2:48][N:45]3[CH2:44][CH:43]=[C:42]([C:38]4[CH:39]=[CH:40][CH:41]=[C:36]([N+:33]([O-:35])=[O:34])[CH:37]=4)[CH2:47][CH2:46]3)=[O:17])=[C:13]([CH2:18][O:19][CH3:20])[NH:12][C:11](=[O:21])[NH:10]2)[CH:5]=[CH:6][C:7]=1[F:8], predict the reactants needed to synthesize it. (2) Given the product [OH:1][CH:2]1[CH2:25][N:24]([S:32]([C:31]2[N:27]([CH3:26])[N:28]=[CH:29][CH:30]=2)(=[O:34])=[O:33])[CH2:23][CH2:22][C:3]21[C:7](=[O:8])[N:6]([C:9]1[CH:14]=[CH:13][C:12]([O:15][CH:16]([CH3:21])[C:17]([F:20])([F:18])[F:19])=[CH:11][CH:10]=1)[CH2:5][CH2:4]2, predict the reactants needed to synthesize it. The reactants are: [OH:1][CH:2]1[CH2:25][NH:24][CH2:23][CH2:22][C:3]21[C:7](=[O:8])[N:6]([C:9]1[CH:14]=[CH:13][C:12]([O:15][CH:16]([CH3:21])[C:17]([F:20])([F:19])[F:18])=[CH:11][CH:10]=1)[CH2:5][CH2:4]2.[CH3:26][N:27]1[C:31]([S:32](Cl)(=[O:34])=[O:33])=[CH:30][CH:29]=[N:28]1. (3) Given the product [CH3:16][C:15]([CH3:17])=[CH:14][CH2:13][N:1]1[C:5]2[CH:6]=[CH:7][CH:8]=[CH:9][C:4]=2[N:3]=[C:2]1[CH2:10][OH:11], predict the reactants needed to synthesize it. The reactants are: [NH:1]1[C:5]2[CH:6]=[CH:7][CH:8]=[CH:9][C:4]=2[N:3]=[C:2]1[CH2:10][OH:11].Br[CH2:13][CH:14]=[C:15]([CH3:17])[CH3:16].CCN(C(C)C)C(C)C. (4) Given the product [Br:1][C:2]1[CH:9]=[C:8]([N+:10]([O-:12])=[O:11])[CH:7]=[CH:6][C:3]=1[C:4]1[O:5][CH:25]=[N:24][CH:23]=1, predict the reactants needed to synthesize it. The reactants are: [Br:1][C:2]1[CH:9]=[C:8]([N+:10]([O-:12])=[O:11])[CH:7]=[CH:6][C:3]=1[CH:4]=[O:5].CC1C=CC(S([CH2:23][N+:24]#[C-:25])(=O)=O)=CC=1.C(=O)([O-])[O-].[K+].[K+].C([O-])(O)=O.[Na+]. (5) Given the product [O:29]1[CH:28]=[C:27]1[C:26]([O:30][CH2:31][CH:32]1[CH2:37][CH2:36][CH:35]([CH2:38][OH:39])[CH2:34][CH2:33]1)=[O:4], predict the reactants needed to synthesize it. The reactants are: C(OC1C=CC(C(C2C=CC(OCC3OC3)=CC=2)(C)C)=CC=1)C1[O:4]C1.[CH2:26]([O:30][CH2:31][CH:32]1[CH2:37][CH2:36][CH:35]([CH2:38][O:39]CC2OC2)[CH2:34][CH2:33]1)[CH:27]1[O:29][CH2:28]1.C(C1C=C(OC)C=C(C(C)(C)C)C=1O)(C)(C)C.C1C2NC3C(=CC=CC=3)SC=2C=CC=1.